From a dataset of Full USPTO retrosynthesis dataset with 1.9M reactions from patents (1976-2016). Predict the reactants needed to synthesize the given product. (1) Given the product [OH:31][C@H:30]([C:29]1[C:21]([CH3:20])=[C:22]2[C:26](=[CH:27][CH:28]=1)[C:25](=[O:33])[O:24][CH2:23]2)[CH2:32][N:17]1[CH2:18][CH2:19][C:13]2([CH2:12][N:11]([C:8]3[CH:9]=[N:10][C:5]([S:2]([CH3:1])(=[O:4])=[O:3])=[CH:6][CH:7]=3)[CH2:14]2)[CH2:15][CH2:16]1, predict the reactants needed to synthesize it. The reactants are: [CH3:1][S:2]([C:5]1[N:10]=[CH:9][C:8]([N:11]2[CH2:14][C:13]3([CH2:19][CH2:18][NH:17][CH2:16][CH2:15]3)[CH2:12]2)=[CH:7][CH:6]=1)(=[O:4])=[O:3].[CH3:20][C:21]1[C:29]([C@@H:30]2[CH2:32][O:31]2)=[CH:28][CH:27]=[C:26]2[C:22]=1[CH2:23][O:24][C:25]2=[O:33]. (2) The reactants are: Br[C:2]1[C:3](=[O:13])[C:4]2[C:9]([C:10](=[O:12])[CH:11]=1)=[CH:8][CH:7]=[CH:6][CH:5]=2.[CH2:14]([NH2:21])[C:15]1[CH:20]=[CH:19][CH:18]=[CH:17][CH:16]=1. Given the product [CH2:14]([NH:21][C:2]1[C:3](=[O:13])[C:4]2[C:9]([C:10](=[O:12])[CH:11]=1)=[CH:8][CH:7]=[CH:6][CH:5]=2)[C:15]1[CH:20]=[CH:19][CH:18]=[CH:17][CH:16]=1, predict the reactants needed to synthesize it. (3) Given the product [CH3:1]/[C:2](/[CH2:13][CH2:14][C:15]1[C:20]([CH3:22])([CH3:21])[CH2:19][CH2:18][CH2:17][C:16]=1[CH3:23])=[CH:3]\[CH2:4][C:5]([O:7][CH3:8])=[O:6], predict the reactants needed to synthesize it. The reactants are: [CH3:1][CH:2]([CH2:13][CH2:14][C:15]1[C:20]([CH3:22])([CH3:21])[CH2:19][CH2:18][CH2:17][C:16]=1[CH3:23])[CH:3]=[C:4](C(OC)=O)[C:5]([O:7][CH3:8])=[O:6].[Cl-].[Li+].O.CN1CCCC1=O.Cl. (4) Given the product [CH:30]([OH:32])=[O:31].[NH2:17][C:10]1[CH2:11][O:12][CH2:13][C:14]([F:15])([F:16])[C@:8]([C:6]2[CH:7]=[C:2]([NH:1][C:30](=[O:31])[C:27]3[CH:26]=[CH:25][C:24]([CH2:23][O:22][CH2:20][CH3:21])=[CH:29][N:28]=3)[CH:3]=[CH:4][C:5]=2[F:19])([CH3:18])[N:9]=1, predict the reactants needed to synthesize it. The reactants are: [NH2:1][C:2]1[CH:3]=[CH:4][C:5]([F:19])=[C:6]([C@:8]2([CH3:18])[C:14]([F:16])([F:15])[CH2:13][O:12][CH2:11][C:10]([NH2:17])=[N:9]2)[CH:7]=1.[CH2:20]([O:22][CH2:23][C:24]1[CH:25]=[CH:26][C:27]([C:30]([OH:32])=[O:31])=[N:28][CH:29]=1)[CH3:21].C(OC(C)C)(C)C. (5) Given the product [CH3:29][C:28](=[CH2:27])[CH2:30][C:5]1([C:3]([O:2][CH3:1])=[O:4])[CH2:6][CH2:7][N:8]([C:11]([O:13][C:14]([CH3:17])([CH3:16])[CH3:15])=[O:12])[CH2:9][CH2:10]1, predict the reactants needed to synthesize it. The reactants are: [CH3:1][O:2][C:3]([CH:5]1[CH2:10][CH2:9][N:8]([C:11]([O:13][C:14]([CH3:17])([CH3:16])[CH3:15])=[O:12])[CH2:7][CH2:6]1)=[O:4].[Li+].CC([N-]C(C)C)C.Br[CH2:27][C:28]([CH3:30])=[CH2:29]. (6) The reactants are: [CH3:1][C:2]1([CH3:26])[CH2:7][CH2:6][CH:5]([O:8][C:9]2[CH:10]=[C:11]3[C:16](=[CH:17][CH:18]=2)[CH:15]=[C:14]([C@:19]2([CH3:25])[CH2:23][O:22]C(=O)[NH:20]2)[CH:13]=[CH:12]3)[CH2:4][CH2:3]1.[OH-].[Li+].C(O)C.O. Given the product [NH2:20][C@@:19]([C:14]1[CH:13]=[CH:12][C:11]2[C:16](=[CH:17][CH:18]=[C:9]([O:8][CH:5]3[CH2:6][CH2:7][C:2]([CH3:26])([CH3:1])[CH2:3][CH2:4]3)[CH:10]=2)[CH:15]=1)([CH3:25])[CH2:23][OH:22], predict the reactants needed to synthesize it. (7) Given the product [F:1][C:2]1[CH:7]=[CH:6][C:5]([F:8])=[CH:4][C:3]=1[CH:9]1[CH2:13][CH2:12][CH2:11][N:10]1[C:14]1[CH:19]=[CH:18][N:17]2[N:20]=[CH:21][C:22]([C:23]([NH:34][NH:33][C:27](=[O:32])[C:28]([CH3:31])([CH3:30])[CH3:29])=[O:24])=[C:16]2[N:15]=1, predict the reactants needed to synthesize it. The reactants are: [F:1][C:2]1[CH:7]=[CH:6][C:5]([F:8])=[CH:4][C:3]=1[CH:9]1[CH2:13][CH2:12][CH2:11][N:10]1[C:14]1[CH:19]=[CH:18][N:17]2[N:20]=[CH:21][C:22]([C:23](O)=[O:24])=[C:16]2[N:15]=1.Cl.[C:27]([NH:33][NH2:34])(=[O:32])[C:28]([CH3:31])([CH3:30])[CH3:29].CCN(C(C)C)C(C)C.CN(C(ON1N=NC2C=CC=NC1=2)=[N+](C)C)C.F[P-](F)(F)(F)(F)F. (8) Given the product [Cl:8][C:6]1[N:5]=[C:4]2[N:9]([CH:12]3[CH2:14][CH2:13]3)[N:10]=[CH:11][C:3]2=[C:2]([N:29]2[C@@H:22]3[CH2:28][CH2:27][C@H:26]2[CH2:25][O:24][CH2:23]3)[N:7]=1, predict the reactants needed to synthesize it. The reactants are: Cl[C:2]1[N:7]=[C:6]([Cl:8])[N:5]=[C:4]2[N:9]([CH:12]3[CH2:14][CH2:13]3)[N:10]=[CH:11][C:3]=12.C(N(CC)CC)C.[C@H:22]12[NH:29][C@H:26]([CH2:27][CH2:28]1)[CH2:25][O:24][CH2:23]2.